From a dataset of Full USPTO retrosynthesis dataset with 1.9M reactions from patents (1976-2016). Predict the reactants needed to synthesize the given product. (1) Given the product [I:3][C:4]1[CH:5]=[C:6]2[C:10](=[CH:11][CH:12]=1)[N:9]([CH2:15][C:16]1[CH:21]=[CH:20][CH:19]=[CH:18][CH:17]=1)[C:8](=[O:13])[C:7]2=[O:14], predict the reactants needed to synthesize it. The reactants are: [H-].[Na+].[I:3][C:4]1[CH:5]=[C:6]2[C:10](=[CH:11][CH:12]=1)[NH:9][C:8](=[O:13])[C:7]2=[O:14].[CH2:15](Br)[C:16]1[CH:21]=[CH:20][CH:19]=[CH:18][CH:17]=1. (2) Given the product [C:1]([O:5][C:6]([N:8]([CH2:27][CH:28]1[CH2:29][CH2:30][CH2:31][CH2:32][CH2:33]1)[C@@H:9]([CH2:13][CH2:14][C:15]1[N:19]([CH2:20][CH2:21][CH3:22])[C:18]2[CH:23]=[CH:24][CH:25]=[CH:26][C:17]=2[N:16]=1)[C:10]([NH:54][O:53][CH2:46][C:47]1[CH:52]=[CH:51][CH:50]=[CH:49][CH:48]=1)=[O:11])=[O:7])([CH3:2])([CH3:3])[CH3:4], predict the reactants needed to synthesize it. The reactants are: [C:1]([O:5][C:6]([N:8]([CH2:27][CH:28]1[CH2:33][CH2:32][CH2:31][CH2:30][CH2:29]1)[C@@H:9]([CH2:13][CH2:14][C:15]1[N:19]([CH2:20][CH2:21][CH3:22])[C:18]2[CH:23]=[CH:24][CH:25]=[CH:26][C:17]=2[N:16]=1)[C:10](O)=[O:11])=[O:7])([CH3:4])([CH3:3])[CH3:2].CCN=C=NCCCN(C)C.Cl.[CH2:46]([O:53][NH2:54])[C:47]1[CH:52]=[CH:51][CH:50]=[CH:49][CH:48]=1. (3) Given the product [Cl:24][C:25]1[CH:26]=[C:27]([CH:32]=[CH:33][C:34]=1[O:35][CH2:36][C@@H:37]([N:39]([CH3:40])[C:21](=[O:23])[CH2:20][C:5]1[CH:6]=[CH:7][C:8]([NH:9][C:10]([NH:12][C:13]2[CH:18]=[CH:17][CH:16]=[CH:15][C:14]=2[F:19])=[O:11])=[C:3]([O:2][CH3:1])[CH:4]=1)[CH3:38])[C:28]([O:30][CH3:31])=[O:29], predict the reactants needed to synthesize it. The reactants are: [CH3:1][O:2][C:3]1[CH:4]=[C:5]([CH2:20][C:21]([OH:23])=O)[CH:6]=[CH:7][C:8]=1[NH:9][C:10]([NH:12][C:13]1[CH:18]=[CH:17][CH:16]=[CH:15][C:14]=1[F:19])=[O:11].[Cl:24][C:25]1[CH:26]=[C:27]([CH:32]=[CH:33][C:34]=1[O:35][CH2:36][C@@H:37]([NH:39][CH3:40])[CH3:38])[C:28]([O:30][CH3:31])=[O:29].C(Cl)CCl.C1C=CC2N(O)N=NC=2C=1. (4) Given the product [Cl:35][C:32]1[CH:31]=[CH:30][C:29]([CH:8]([C:5]2[CH:4]=[CH:3][C:2]([Cl:1])=[CH:7][CH:6]=2)[C:9]2[CH:10]=[C:11]3[C:16](=[CH:17][CH:18]=2)[N:15]=[N:14][CH:13]=[C:12]3[NH:19][CH2:20][C:21]2[CH:26]=[CH:25][C:24]([OH:27])=[CH:23][CH:22]=2)=[CH:34][CH:33]=1, predict the reactants needed to synthesize it. The reactants are: [Cl:1][C:2]1[CH:7]=[CH:6][C:5]([CH:8]([C:29]2[CH:34]=[CH:33][C:32]([Cl:35])=[CH:31][CH:30]=2)[C:9]2[CH:10]=[C:11]3[C:16](=[CH:17][CH:18]=2)[N:15]=[N:14][CH:13]=[C:12]3[NH:19][CH2:20][C:21]2[CH:26]=[CH:25][C:24]([O:27]C)=[CH:23][CH:22]=2)=[CH:4][CH:3]=1.B(Br)(Br)Br. (5) Given the product [CH2:19]([O:22][C:23]([NH:25][C@H:26]([CH:112]([CH3:114])[CH3:113])[C:27]([NH:29][C@H:30]([CH3:111])[C:31]([NH:33][C:34]1[CH:35]=[CH:36][C:37]([CH2:38][O:39][C:40]([N:42]2[C:48]3[CH:49]=[C:50]([O:55][CH2:56][CH2:57][CH2:58][O:59][C:60]4[C:61]([O:92][CH3:93])=[CH:62][C:63]5[C:69](=[O:70])[N:68]6[CH:71]=[C:72](/[CH:74]=[CH:75]/[CH3:76])[CH2:73][C@H:67]6[C@H:66]([OH:77])[N:65]([C:85]([O:87][CH2:88][CH:89]=[CH2:90])=[O:86])[C:64]=5[CH:91]=4)[C:51]([O:53][CH3:54])=[CH:52][C:47]=3[C:46](=[O:94])[N:45]3[CH:95]=[C:96](/[CH:98]=[CH:99]/[CH3:100])[CH2:97][C@H:44]3[C@@H:43]2[OH:101])=[O:41])=[CH:109][CH:110]=1)=[O:32])=[O:28])=[O:24])[CH:20]=[CH2:21], predict the reactants needed to synthesize it. The reactants are: [F-].C([N+](CCCC)(CCCC)CCCC)CCC.[CH2:19]([O:22][C:23]([NH:25][C@H:26]([CH:112]([CH3:114])[CH3:113])[C:27]([NH:29][C@H:30]([CH3:111])[C:31]([NH:33][C:34]1[CH:110]=[CH:109][C:37]([CH2:38][O:39][C:40]([N:42]2[C:48]3[CH:49]=[C:50]([O:55][CH2:56][CH2:57][CH2:58][O:59][C:60]4[C:61]([O:92][CH3:93])=[CH:62][C:63]5[C:69](=[O:70])[N:68]6[CH:71]=[C:72](/[CH:74]=[CH:75]/[CH3:76])[CH2:73][C@H:67]6[C@H:66]([O:77][Si](C(C)(C)C)(C)C)[N:65]([C:85]([O:87][CH2:88][CH:89]=[CH2:90])=[O:86])[C:64]=5[CH:91]=4)[C:51]([O:53][CH3:54])=[CH:52][C:47]=3[C:46](=[O:94])[N:45]3[CH:95]=[C:96](/[CH:98]=[CH:99]/[CH3:100])[CH2:97][C@H:44]3[C@@H:43]2[O:101][Si](C(C)(C)C)(C)C)=[O:41])=[CH:36][CH:35]=1)=[O:32])=[O:28])=[O:24])[CH:20]=[CH2:21]. (6) Given the product [C:17]([O:16][C:14]([N:8]1[C:9]2[C:5](=[C:4]([N+:1]([O-:3])=[O:2])[CH:12]=[CH:11][CH:10]=2)[CH:6]=[CH:7]1)=[O:13])([CH3:20])([CH3:19])[CH3:18], predict the reactants needed to synthesize it. The reactants are: [N+:1]([C:4]1[CH:12]=[CH:11][CH:10]=[C:9]2[C:5]=1[CH:6]=[CH:7][NH:8]2)([O-:3])=[O:2].[O:13](C(OC(C)(C)C)=O)[C:14]([O:16][C:17]([CH3:20])([CH3:19])[CH3:18])=O. (7) Given the product [N:16]1[CH:17]=[CH:18][CH:19]=[N:20][C:15]=1[C:5]1([CH2:3][OH:2])[CH2:14][CH2:13][C:8]2([O:12][CH2:11][CH2:10][O:9]2)[CH2:7][CH2:6]1, predict the reactants needed to synthesize it. The reactants are: C[O:2][C:3]([C:5]1([C:15]2[N:20]=[CH:19][CH:18]=[CH:17][N:16]=2)[CH2:14][CH2:13][C:8]2([O:12][CH2:11][CH2:10][O:9]2)[CH2:7][CH2:6]1)=O.[H-].[H-].[H-].[H-].[Li+].[Al+3].